This data is from Catalyst prediction with 721,799 reactions and 888 catalyst types from USPTO. The task is: Predict which catalyst facilitates the given reaction. (1) Reactant: [NH2:1][C:2]([C:4]1[N:8]2[C:9]3[CH:43]=[CH:42][C:41]([Cl:44])=[CH:40][C:10]=3[C@@H:11]([C:30]3[CH:35]=[CH:34][CH:33]=[C:32]([O:36][CH3:37])[C:31]=3[O:38][CH3:39])[O:12][C@H:13]([CH2:14][CH2:15][C:16]([N:18]3[CH2:23][CH2:22][CH:21]([CH2:24][C:25]([O:27]CC)=[O:26])[CH2:20][CH2:19]3)=[O:17])[C:7]2=[CH:6][CH:5]=1)=[O:3]. Product: [NH2:1][C:2]([C:4]1[N:8]2[C:9]3[CH:43]=[CH:42][C:41]([Cl:44])=[CH:40][C:10]=3[C@@H:11]([C:30]3[CH:35]=[CH:34][CH:33]=[C:32]([O:36][CH3:37])[C:31]=3[O:38][CH3:39])[O:12][C@H:13]([CH2:14][CH2:15][C:16]([N:18]3[CH2:23][CH2:22][CH:21]([CH2:24][C:25]([OH:27])=[O:26])[CH2:20][CH2:19]3)=[O:17])[C:7]2=[CH:6][CH:5]=1)=[O:3]. The catalyst class is: 5. (2) Reactant: [Cl:1][C:2]1[C:3]([O:10][CH3:11])=[C:4]([NH2:9])[CH:5]=[C:6]([Cl:8])[CH:7]=1.[Cl:12][C:13]([Cl:35])([Cl:34])[C:14]([N:16]1[CH2:21][CH2:20][N:19]([C:22]2[CH:23]=[C:24]([S:30](Cl)(=[O:32])=[O:31])[CH:25]=[CH:26][C:27]=2[O:28][CH3:29])[CH2:18][CH2:17]1)=[O:15].N1C=CC=CC=1. Product: [Cl:1][C:2]1[C:3]([O:10][CH3:11])=[C:4]([NH:9][S:30]([C:24]2[CH:25]=[CH:26][C:27]([O:28][CH3:29])=[C:22]([N:19]3[CH2:20][CH2:21][N:16]([C:14](=[O:15])[C:13]([Cl:35])([Cl:12])[Cl:34])[CH2:17][CH2:18]3)[CH:23]=2)(=[O:32])=[O:31])[CH:5]=[C:6]([Cl:8])[CH:7]=1. The catalyst class is: 26. (3) Reactant: [CH2:1]=O.[Cl:3][CH2:4][CH2:5][CH2:6][NH:7][CH3:8].[P:9]([O-])([O:14][CH2:15][CH3:16])([O:11][CH2:12][CH3:13])=[O:10]. Product: [Cl:3][CH2:4][CH2:5][CH2:6][N:7]([CH2:1][P:9]([O:14][CH2:15][CH3:16])([O:11][CH2:12][CH3:13])=[O:10])[CH3:8]. The catalyst class is: 12. (4) Reactant: O[CH2:2][CH2:3][O:4][CH2:5][CH2:6][C:7]([O:9][CH2:10][CH3:11])=[O:8].C1(P(C2C=CC=CC=2)C2C=CC=CC=2)C=CC=CC=1.C(Br)(Br)(Br)[Br:32]. Product: [Br:32][CH2:2][CH2:3][O:4][CH2:5][CH2:6][C:7]([O:9][CH2:10][CH3:11])=[O:8]. The catalyst class is: 1. (5) Reactant: Cl[C:2]1[N:7]=[C:6]([NH:8][C:9]2[CH:14]=[CH:13][CH:12]=[C:11]([CH:15]([CH3:17])[CH3:16])[CH:10]=2)[N:5]=[C:4]([NH:18][CH2:19][C:20]2[CH:25]=[CH:24][CH:23]=[CH:22][N:21]=2)[N:3]=1.[F:26][C:27]([F:31])([F:30])[CH2:28][OH:29].C([O-])([O-])=O.[K+].[K+].CS(C)=O. Product: [CH:15]([C:11]1[CH:10]=[C:9]([NH:8][C:6]2[N:5]=[C:4]([NH:18][CH2:19][C:20]3[CH:25]=[CH:24][CH:23]=[CH:22][N:21]=3)[N:3]=[C:2]([O:29][CH2:28][C:27]([F:31])([F:30])[F:26])[N:7]=2)[CH:14]=[CH:13][CH:12]=1)([CH3:17])[CH3:16]. The catalyst class is: 6. (6) Reactant: [Br:1][C:2]1[C:7]2[CH2:8][O:9][C@:10]3([CH3:15])[C@H:14]([C:6]=2[CH:5]=[CH:4][CH:3]=1)[CH2:13][NH:12][CH2:11]3.C(N(CC)CC)C.[C:23](O[C:23]([O:25][C:26]([CH3:29])([CH3:28])[CH3:27])=[O:24])([O:25][C:26]([CH3:29])([CH3:28])[CH3:27])=[O:24]. Product: [Br:1][C:2]1[C:7]2[CH2:8][O:9][C@:10]3([CH3:15])[C@H:14]([C:6]=2[CH:5]=[CH:4][CH:3]=1)[CH2:13][N:12]([C:23]([O:25][C:26]([CH3:29])([CH3:28])[CH3:27])=[O:24])[CH2:11]3. The catalyst class is: 2. (7) Reactant: [OH-].[K+].Br[C:4]1[CH:5]=[C:6]([C:10]2[N:14]([CH3:15])[C:13]([C:16]([CH3:28])([O:18][C:19]3[C:24]([F:25])=[CH:23][C:22]([F:26])=[CH:21][C:20]=3[F:27])[CH3:17])=[N:12][N:11]=2)[CH:7]=[CH:8][CH:9]=1.C(Cl)(Cl)Cl.O.[CH3:34][N:35]1C(=O)CCC1. Product: [CH3:15][N:14]1[C:13]([C:16]([CH3:28])([O:18][C:19]2[C:24]([F:25])=[CH:23][C:22]([F:26])=[CH:21][C:20]=2[F:27])[CH3:17])=[N:12][N:11]=[C:10]1[C:6]1[CH:5]=[C:4]([CH:9]=[CH:8][CH:7]=1)[C:34]#[N:35]. The catalyst class is: 267.